Dataset: Full USPTO retrosynthesis dataset with 1.9M reactions from patents (1976-2016). Task: Predict the reactants needed to synthesize the given product. (1) Given the product [F:10][C:11]([F:22])([F:21])[C:12]1[CH:17]=[C:16]([C:2]2[CH:8]=[CH:7][C:5]([NH2:6])=[CH:4][CH:3]=2)[CH:15]=[CH:14][CH:13]=1, predict the reactants needed to synthesize it. The reactants are: I[C:2]1[CH:8]=[CH:7][C:5]([NH2:6])=[CH:4][CH:3]=1.O.[F:10][C:11]([F:22])([F:21])[C:12]1[CH:13]=[C:14](B(O)O)[CH:15]=[CH:16][CH:17]=1.C(=O)([O-])[O-].[Na+].[Na+]. (2) Given the product [ClH:23].[CH:18]1[C:19]2[C:14](=[C:13]([NH:12][CH2:11][CH2:10][CH2:9][NH2:8])[CH:22]=[CH:21][CH:20]=2)[CH:15]=[CH:16][N:17]=1, predict the reactants needed to synthesize it. The reactants are: C(OC([NH:8][CH2:9][CH2:10][CH2:11][NH:12][C:13]1[CH:22]=[CH:21][CH:20]=[C:19]2[C:14]=1[CH:15]=[CH:16][N:17]=[CH:18]2)=O)(C)(C)C.[ClH:23].CO. (3) Given the product [CH3:13][N:14]([CH2:2][C:3]1[CH:4]=[CH:5][C:6]([OH:12])=[C:7]([C:9](=[O:11])[CH3:10])[CH:8]=1)[CH3:15], predict the reactants needed to synthesize it. The reactants are: Cl[CH2:2][C:3]1[CH:4]=[CH:5][C:6]([OH:12])=[C:7]([C:9](=[O:11])[CH3:10])[CH:8]=1.[CH3:13][NH:14][CH3:15]. (4) Given the product [CH3:15][C:14]1[N:9]=[C:4]2[C:3]([C:2]([F:1])([F:10])[F:11])=[CH:8][CH:7]=[CH:6][N:5]2[CH:13]=1, predict the reactants needed to synthesize it. The reactants are: [F:1][C:2]([F:11])([F:10])[C:3]1[C:4]([NH2:9])=[N:5][CH:6]=[CH:7][CH:8]=1.Cl[CH2:13][C:14](=O)[CH3:15].C(=O)(O)[O-].[Na+].[I-].[Na+]. (5) Given the product [CH3:5][C:6]1[CH:11]=[CH:10][C:9]([S:12]([N:1]=[N+:2]=[N-:3])(=[O:14])=[O:13])=[CH:8][CH:7]=1, predict the reactants needed to synthesize it. The reactants are: [N-:1]=[N+:2]=[N-:3].[Na+].[CH3:5][C:6]1[CH:11]=[CH:10][C:9]([S:12](Cl)(=[O:14])=[O:13])=[CH:8][CH:7]=1.